Dataset: Reaction yield outcomes from USPTO patents with 853,638 reactions. Task: Predict the reaction yield, written as a fraction of the theoretical maximum amount of product (1.0 means a 100% yield; for example, 0.34 means a 34% yield). (1) The reactants are [CH3:1][O:2][C:3]1[CH:4]=[CH:5][C:6]([CH2:9][C:10]([OH:12])=O)=[N:7][CH:8]=1.C(N1C=CN=C1)(N1C=CN=C1)=O.C(N(CC)CC)C.Cl.Cl.[CH2:34]1[C:37]2([CH2:42][CH2:41][NH:40][CH2:39][CH2:38]2)[CH2:36][N:35]1[C@H:43]1[C:51]2[C:46](=[CH:47][C:48]([C:52]3[CH:53]=[CH:54][C:55]([C:58]#[N:59])=[N:56][CH:57]=3)=[CH:49][CH:50]=2)[CH2:45][CH2:44]1. The catalyst is ClCCl. The product is [CH3:1][O:2][C:3]1[CH:4]=[CH:5][C:6]([CH2:9][C:10]([N:40]2[CH2:41][CH2:42][C:37]3([CH2:36][N:35]([C@H:43]4[C:51]5[C:46](=[CH:47][C:48]([C:52]6[CH:53]=[CH:54][C:55]([C:58]#[N:59])=[N:56][CH:57]=6)=[CH:49][CH:50]=5)[CH2:45][CH2:44]4)[CH2:34]3)[CH2:38][CH2:39]2)=[O:12])=[N:7][CH:8]=1. The yield is 0.0900. (2) The reactants are [CH3:1][O:2][C:3](=[O:27])[CH:4]([C:9]1[CH:10]=[C:11]([C:16]2[CH:21]=[CH:20][C:19]([Cl:22])=[C:18]([C:23]([F:26])([F:25])[F:24])[CH:17]=2)[CH:12]=[C:13]([OH:15])[CH:14]=1)[CH2:5][CH:6]([CH3:8])[CH3:7].[F:28][C:29]1[CH:30]=[C:31](B(O)O)[CH:32]=[C:33]([C:35]([F:38])([F:37])[F:36])[CH:34]=1. No catalyst specified. The product is [CH3:1][O:2][C:3](=[O:27])[CH:4]([C:9]1[CH:10]=[C:11]([C:16]2[CH:21]=[CH:20][C:19]([Cl:22])=[C:18]([C:23]([F:26])([F:24])[F:25])[CH:17]=2)[CH:12]=[C:13]([O:15][C:31]2[CH:32]=[C:33]([C:35]([F:37])([F:36])[F:38])[CH:34]=[C:29]([F:28])[CH:30]=2)[CH:14]=1)[CH2:5][CH:6]([CH3:8])[CH3:7]. The yield is 0.500. (3) The reactants are [CH2:1]([N:3]1[C:7]([N:8]2[CH2:14][CH2:13][CH2:12][C@@H:11]([NH:15][C:16](=[O:21])[C:17]([F:20])([F:19])[F:18])[CH2:10][CH2:9]2)=[C:6]([N+:22]([O-])=O)[CH:5]=[N:4]1)[CH3:2].[C:25]([O:29][C:30]([NH:32][C:33]1[S:37][C:36]([C:38]2[C:43]([F:44])=[CH:42][CH:41]=[CH:40][C:39]=2[F:45])=[N:35][C:34]=1[C:46](O)=[O:47])=[O:31])([CH3:28])([CH3:27])[CH3:26]. No catalyst specified. The product is [F:45][C:39]1[CH:40]=[CH:41][CH:42]=[C:43]([F:44])[C:38]=1[C:36]1[S:37][C:33]([NH:32][C:30](=[O:31])[O:29][C:25]([CH3:27])([CH3:26])[CH3:28])=[C:34]([C:46](=[O:47])[NH:22][C:6]2[CH:5]=[N:4][N:3]([CH2:1][CH3:2])[C:7]=2[N:8]2[CH2:14][CH2:13][CH2:12][C@@H:11]([NH:15][C:16](=[O:21])[C:17]([F:20])([F:19])[F:18])[CH2:10][CH2:9]2)[N:35]=1. The yield is 0.760. (4) The reactants are [C:1]([C:5]1[CH:6]=[C:7]2[C:12](=[C:13]([F:15])[CH:14]=1)[C:11](=[O:16])[N:10]([C:17]1[C:18]([CH2:52][OH:53])=[C:19]([C:23]3[CH:24]=[C:25]([NH:31][C:32]4[N:37]=[CH:36][C:35]([N:38]5[CH2:51][C:40]6([CH2:43][N:42](C(OC(C)(C)C)=O)[CH2:41]6)[CH2:39]5)=[CH:34][CH:33]=4)[C:26](=[O:30])[N:27]([CH3:29])[N:28]=3)[CH:20]=[CH:21][CH:22]=1)[N:9]=[CH:8]2)([CH3:4])([CH3:3])[CH3:2].C(O)(C(F)(F)F)=O. The catalyst is C(Cl)Cl. The product is [C:1]([C:5]1[CH:6]=[C:7]2[C:12](=[C:13]([F:15])[CH:14]=1)[C:11](=[O:16])[N:10]([C:17]1[CH:22]=[CH:21][CH:20]=[C:19]([C:23]3[CH:24]=[C:25]([NH:31][C:32]4[CH:33]=[CH:34][C:35]([N:38]5[CH2:51][C:40]6([CH2:43][NH:42][CH2:41]6)[CH2:39]5)=[CH:36][N:37]=4)[C:26](=[O:30])[N:27]([CH3:29])[N:28]=3)[C:18]=1[CH2:52][OH:53])[N:9]=[CH:8]2)([CH3:4])([CH3:2])[CH3:3]. The yield is 1.00. (5) The yield is 0.600. The product is [F:17][C:4]1[C:5]([C:29]([OH:31])=[O:30])=[C:6]([NH:10][C:11](=[O:16])[C:12]([CH3:15])([CH3:13])[CH3:14])[C:7]([O:8][CH3:9])=[C:2]([F:1])[C:3]=1[C:18]1[CH:23]=[CH:22][CH:21]=[CH:20][CH:19]=1. The reactants are [F:1][C:2]1[C:7]([O:8][CH3:9])=[C:6]([NH:10][C:11](=[O:16])[C:12]([CH3:15])([CH3:14])[CH3:13])[CH:5]=[C:4]([F:17])[C:3]=1[C:18]1[CH:23]=[CH:22][CH:21]=[CH:20][CH:19]=1.C([Li])(C)(C)C.[C:29](=[O:31])=[O:30].C(OCC)C.O. The catalyst is C(OCC)C.CCCCCCC. (6) The reactants are C([O:5][C:6]([N:8]1[CH2:13][CH:12]=[C:11]([C:14]2[CH:19]=[CH:18][C:17]([N+:20]([O-])=O)=[CH:16][CH:15]=2)[CH2:10][CH2:9]1)=O)(C)(C)C.[CH3:23]CN(CC)CC.C(OC(=O)C)(=O)C. The catalyst is C(Cl)Cl.C(O)(C(F)(F)F)=O. The product is [NH2:20][C:17]1[CH:18]=[CH:19][C:14]([CH:11]2[CH2:12][CH2:13][N:8]([C:6](=[O:5])[CH3:23])[CH2:9][CH2:10]2)=[CH:15][CH:16]=1. The yield is 0.650. (7) The reactants are [CH3:1][C:2]1[CH:7]=[CH:6][N:5]=[CH:4][CH:3]=1.[F:8][C:9]1[CH:19]=[CH:18][CH:17]=[C:16]([F:20])C=1C(OCC)=O.C[Si]([N-][Si](C)(C)C)(C)C.[Li+].O.[O:32]1CC[CH2:34][CH2:33]1. No catalyst specified. The product is [F:8][C:9]1[CH:19]=[CH:18][CH:17]=[C:16]([F:20])[C:1]=1[C:2]1([CH2:34][CH:33]=[O:32])[CH:7]=[CH:6][N:5]=[CH:4][CH2:3]1. The yield is 0.540.